From a dataset of Peptide-MHC class II binding affinity with 134,281 pairs from IEDB. Regression. Given a peptide amino acid sequence and an MHC pseudo amino acid sequence, predict their binding affinity value. This is MHC class II binding data. (1) The peptide sequence is QTIVIPPLEFSVPAGI. The MHC is H-2-IAb with pseudo-sequence H-2-IAb. The binding affinity (normalized) is 0.421. (2) The peptide sequence is GQIGNDPNRDIL. The MHC is DRB4_0101 with pseudo-sequence DRB4_0103. The binding affinity (normalized) is 0.0659. (3) The peptide sequence is GSKGEETGRSEDNLA. The MHC is DRB1_0101 with pseudo-sequence DRB1_0101. The binding affinity (normalized) is 0. (4) The peptide sequence is LSVTEQSEFYFPRAP. The MHC is HLA-DQA10301-DQB10302 with pseudo-sequence HLA-DQA10301-DQB10302. The binding affinity (normalized) is 0.120. (5) The MHC is DRB1_0701 with pseudo-sequence DRB1_0701. The binding affinity (normalized) is 0.836. The peptide sequence is VRILRRVHHRKYLTD. (6) The MHC is HLA-DQA10101-DQB10501 with pseudo-sequence HLA-DQA10101-DQB10501. The binding affinity (normalized) is 0.205. The peptide sequence is EKKYFAATQFGPLAA. (7) The peptide sequence is RVLDTVEKWLACGVD. The MHC is DRB1_0701 with pseudo-sequence DRB1_0701. The binding affinity (normalized) is 0.573.